Dataset: Full USPTO retrosynthesis dataset with 1.9M reactions from patents (1976-2016). Task: Predict the reactants needed to synthesize the given product. (1) The reactants are: CI.[NH:3]1[C:7]2[CH:8]=[CH:9][CH:10]=[CH:11][C:6]=2[N:5]=[C:4]1[S:12][C:13]1[O:17][C:16](/[CH:18]=[C:19]2/[C:20](=[O:28])[N:21]([CH:25]([CH3:27])[CH3:26])[C:22](=[O:24])[S:23]/2)=[CH:15][CH:14]=1.[C:29]([O-])([O-])=O.[K+].[K+]. Given the product [CH:25]([N:21]1[C:20](=[O:28])/[C:19](=[CH:18]/[C:16]2[O:17][C:13]([S:12][C:4]3[N:5]([CH3:29])[C:6]4[CH:11]=[CH:10][CH:9]=[CH:8][C:7]=4[N:3]=3)=[CH:14][CH:15]=2)/[S:23][C:22]1=[O:24])([CH3:26])[CH3:27], predict the reactants needed to synthesize it. (2) Given the product [CH3:31][C:32]1[C:37]([CH3:38])=[CH:36][CH:35]=[CH:34][C:33]=1[C:2]1[CH:7]=[CH:6][CH:5]=[CH:4][C:3]=1[CH2:8][CH2:9][C:10]([N:12]([CH:22]([CH3:24])[CH3:23])[NH:13][C:14](=[O:21])[C:15]1[CH:20]=[CH:19][CH:18]=[CH:17][CH:16]=1)=[O:11], predict the reactants needed to synthesize it. The reactants are: Br[C:2]1[CH:7]=[CH:6][CH:5]=[CH:4][C:3]=1[CH2:8][CH2:9][C:10]([N:12]([CH:22]([CH3:24])[CH3:23])[NH:13][C:14](=[O:21])[C:15]1[CH:20]=[CH:19][CH:18]=[CH:17][CH:16]=1)=[O:11].C([O-])([O-])=O.[Na+].[Na+].[CH3:31][C:32]1[C:37]([CH3:38])=[CH:36][CH:35]=[CH:34][C:33]=1B(O)O. (3) The reactants are: [CH3:1][O:2][C:3]1[CH:4]=[C:5]([NH:16][C:17]2[N:22]=[C:21]([C:23](=[O:25])[CH3:24])[CH:20]=[C:19]([CH2:26][O:27][CH2:28][C:29]([F:32])([F:31])[F:30])[N:18]=2)[CH:6]=[CH:7][C:8]=1[N:9]1[CH:13]=[C:12]([O:14][CH3:15])[N:11]=[CH:10]1.O1CCOC[CH2:34]1.C[Mg]Br.[Cl-].[NH4+]. Given the product [CH3:1][O:2][C:3]1[CH:4]=[C:5]([NH:16][C:17]2[N:22]=[C:21]([C:23]([OH:25])([CH3:34])[CH3:24])[CH:20]=[C:19]([CH2:26][O:27][CH2:28][C:29]([F:30])([F:31])[F:32])[N:18]=2)[CH:6]=[CH:7][C:8]=1[N:9]1[CH:13]=[C:12]([O:14][CH3:15])[N:11]=[CH:10]1, predict the reactants needed to synthesize it.